Dataset: Experimentally validated miRNA-target interactions with 360,000+ pairs, plus equal number of negative samples. Task: Binary Classification. Given a miRNA mature sequence and a target amino acid sequence, predict their likelihood of interaction. (1) The miRNA is hsa-miR-6781-5p with sequence CGGGCCGGAGGUCAAGGGCGU. The protein sequence of the target gene is MAATAAEVAASGSGEAREEAEAPGPAWDESQLRSYSFPTRPIPRLSQSDPRAEELIENEEPVVLTDTNLVYPALKWDLEYLQENIGNGDFSVYSASTHKFLYYDEKKMGNFQNFKPRSNREEIKFHEFVEKLQAIQQRGGEERLYLQQTLNDTVGRKIVMDFLGFNWNWINKQQGKRGWGQLTSNLLLIGMEGNVTPAHYDEQQNFFAQIKGHKRCILFPPDQFECLYPYPVHHPCDRQSQVDFDNPDYERFPNFRNVVGYETVVGPGDVLYIPMYWWHHIESLLNGGITITVNFWYKGA.... Result: 0 (no interaction). (2) The protein sequence of the target gene is MWSRAASVRFRAPLDAGRSFASKANPQGKVQAAGLGTQAPRLVPQGSGRVSPAVIEHLERLALVNFGSREAVDRLEKAIAFADQLHAVDTDGVEPLESVLEDRCLYLRSDNVAEGSCAEELLQNSNHVVEEYFVAPPGNISLPDMVNKIPSSTAE. Result: 0 (no interaction). The miRNA is mmu-miR-411-5p with sequence UAGUAGACCGUAUAGCGUACG. (3) The miRNA is hsa-miR-7114-3p with sequence UGACCCACCCCUCUCCACCAG. The protein sequence of the target gene is MAAGPAPPPGRPRAQMPHLRKMERVVVSMQDPDQGVKMRSQRLLVTVIPHAVTGSDVVQWLAQKFCVSEEEALHLGAVLVQHGYIYPLRDPRSLMLRPDETPYRFQTPYFWTSTLRPAAELDYAIYLAKKNIRKRGTLVDYEKDCYDRLHKKINHAWDLVLMQAREQLRAAKQRSKGDRLVIACQEQTYWLVNRPPPGAPDVLEQGPGRGSCAASRVLMTKSADFHKREIEYFRKALGRTRVKSSVCLEAYLSFCGQRGPHDPLVSGCLPSNPWISDNDAYWVMNAPTVAAPTKLRVERW.... Result: 1 (interaction). (4) The miRNA is hsa-miR-1264 with sequence CAAGUCUUAUUUGAGCACCUGUU. The protein sequence of the target gene is MDSVVFEDVAVDFTLEEWALLDSAQRDLYRDVMLETFQNLASVDDETQFKASGSVSQQDIYGEKIPKESKIATFTRNVSWASVLGKIWDSLSIEDQTTNQGRNLSRNHGLERLCESNDQCGEALSQIPHLNLYKKIPPGVKQYEYNTYGKVFMHRRTSLKSPITVHTGHKPYQCQECGQAYSCRSHLRMHVRTHNGERPYVCKLCGKTFPRTSSLNRHVRIHTAEKTYECKQCGKAFIDFSSLTSHLRSHTGEKPYKCKECGKAFSYSSTFRRHTITHTGEKPYKCKECAEAFSYSSTFR.... Result: 1 (interaction). (5) The miRNA is hsa-miR-4736 with sequence AGGCAGGUUAUCUGGGCUG. The protein sequence of the target gene is MATELEYESVLCVKPDVSVYRIPPRASNRGYRASDWKLDQPDWTGRLRITSKGKTAYIKLEDKVSGELFAQAPVEQYPGIAVETVTDSSRYFVIRIQDGTGRSAFIGIGFTDRGDAFDFNVSLQDHFKWVKQESEISKESQEMDARPKLDLGFKEGQTIKLCIGNITNKKGGASKPRTARGGGLSLLPPPPGGKVTIPPPSSSVAISNHVTPPPIPKSNHGGSDADILLDLDSPAPVTTPAPTPVSVSNDLWGDFSTASSSVPNQAPQPSNWVQF. Result: 1 (interaction). (6) The miRNA is hsa-miR-502-3p with sequence AAUGCACCUGGGCAAGGAUUCA. The protein sequence of the target gene is MAFPEPKPRAPELPQKRMKTLDCSQGAVRAVRFNVDGNYCLTCGSDKTLKLWNPLRGTLLRTYSGHGYEVLDAAGSFDNSHLCSGGGDKTVVLWDVATGQVVRKFRGHAGKVNTVQFNEEATVILSGSIDSSVRCWDCRSRKPEPVQTLDEARDGISSVKVSDHEILAGSVDGRVRRYDLRMGQVSSDYVGSPITCTCFSRDGQCTLISSLDSTLRLLDKDTGELLGEYVGHKNQQYKLDCCLSERDTHVVSCSEDGKVFFWDLVEGALALALPVGSNVVQSLAYHPTEPCLLTAMGGSI.... Result: 0 (no interaction). (7) The miRNA is hsa-miR-570-5p with sequence AAAGGUAAUUGCAGUUUUUCCC. The protein sequence of the target gene is MGSLFPLSLLFFLAAAYPGVGSALGRRTKRAQSPKGSPLAPSGTSVPFWVRMSPEFVAVQPGKSVQLNCSNSCPQPQNSSLRTPLRQGKTLRGPGWVSYQLLDVRAWSSLAHCLVTCAGKTRWATSRITAYKPPHSVILEPPVLKGRKYTLRCHVTQVFPVGYLVVTLRHGSRVIYSESLERFTGLDLANVTLTYEFAAGPRDFWQPVICHARLNLDGLVVRNSSAPITLMLAWSPAPTALASGSIAALVGILLTVGAAYLCKCLAMKSQA. Result: 0 (no interaction). (8) The miRNA is hsa-miR-6079 with sequence UUGGAAGCUUGGACCAACUAGCUG. The protein sequence of the target gene is MDYKSGLIPDGNAMENLEKQLICPICLEMFTKPVVILPCQHNLCRKCANDIFQAANPYWTNRGGSVSMSGGRFRCPSCRHEVIMDRHGVYGLQRNLLVENIIDIYKQECSSRPLQKGSHPMCKEHEDEKINIYCLTCEVPTCSLCKVFGAHQACEVAPLQSIFQGQKTELSNCISMLVAGNDRVQTIISQLEDSCRVTKENSHQVKEELSHKFDALYAILDEKKSELLQRITQEQEEKLDFIEALILQYREQLEKSTKLVETAIQSLDEPGGATFLLSAKPLIKSIVEASKGCQLGKTEQ.... Result: 0 (no interaction). (9) The miRNA is hsa-miR-101-5p with sequence CAGUUAUCACAGUGCUGAUGCU. The protein sequence of the target gene is MWGWRGLLFWAVLVTATLCTARPAPTLPEQAQPWGVPVEVESLLVHPGDLLQLRCRLRDDVQSINWLRDGVQLAESNRTRITGEEVEVRDSIPADSGLYACVTNSPSGSDTTYFSVNVSDALPSSEDDDDDDDSSSEEKETDNTKPNRRPVAPYWTSPEKMEKKLHAVPAAKTVKFKCPSSGTPSPTLRWLKNGKEFKPDHRIGGYKVRYATWSIIMDSVVPSDKGNYTCIVENEYGSINHTYQLDVVERSPHRPILQAGLPANKTVALGSNVEFMCKVYSDPQPHIQWLKHIEVNGSKI.... Result: 0 (no interaction). (10) The protein sequence of the target gene is MWPPCGTLRTLALARSRGARACSGDGGVSYTQGQSPEPRTREYFYYVDHQGQLFLDDSKMKNFITCFKDPQFLVTFFSRLRPNRSGRYEAAFPFLSPCGRERNFLRCEDRPVVFTHLLTADHGPPRLSYCGGGEALAVPFEPARLLPLAANGRLYHPAPERAGGVGLVRSALAFELSACFEYGPGAPALPSHVRWQGRRLALTMDLAPLLLAARSP. The miRNA is hsa-miR-548t-3p with sequence AAAAACCACAAUUACUUUUGCACCA. Result: 0 (no interaction).